From a dataset of Reaction yield outcomes from USPTO patents with 853,638 reactions. Predict the reaction yield, written as a fraction of the theoretical maximum amount of product (1.0 means a 100% yield; for example, 0.34 means a 34% yield). (1) The reactants are [C:1]([OH:6])(=O)[C@H:2]([CH3:4])[OH:3].O.ON1C2C=CC=CC=2N=N1.Cl.C(N=C=NCCCN(C)C)C.C(N(CC)CC)C.[CH:37]1([CH2:40][N:41]2[C:49]([N:50]3[CH2:55][CH2:54][NH:53][C@@H:52]([CH3:56])[CH2:51]3)=[N:48][C:47]3[C:42]2=[N:43][C:44]([C:63]2[CH:64]=[N:65][C:66]([NH2:69])=[N:67][CH:68]=2)=[N:45][C:46]=3[N:57]2[CH2:62][CH2:61][O:60][CH2:59][CH2:58]2)[CH2:39][CH2:38]1. The catalyst is C(Cl)Cl.CO.CN(C)C=O. The product is [NH2:69][C:66]1[N:65]=[CH:64][C:63]([C:44]2[N:43]=[C:42]3[C:47]([N:48]=[C:49]([N:50]4[CH2:55][CH2:54][N:53]([C:1](=[O:6])[C@@H:2]([OH:3])[CH3:4])[C@@H:52]([CH3:56])[CH2:51]4)[N:41]3[CH2:40][CH:37]3[CH2:39][CH2:38]3)=[C:46]([N:57]3[CH2:62][CH2:61][O:60][CH2:59][CH2:58]3)[N:45]=2)=[CH:68][N:67]=1. The yield is 0.670. (2) The reactants are Cl[C:2]1[CH:7]=[C:6]([C:8]#[N:9])[CH:5]=[CH:4][N:3]=1.O.[NH2:11][NH2:12].C1COCC1. The catalyst is C(O)CCC. The product is [NH:11]([C:2]1[CH:7]=[C:6]([C:8]#[N:9])[CH:5]=[CH:4][N:3]=1)[NH2:12]. The yield is 0.180. (3) The reactants are C(O)(=O)C.[CH3:5][O:6][C:7]1[CH:16]=[C:15]2[C:10]([CH2:11][CH2:12][C:13](=O)[C:14]2([CH3:18])[CH3:17])=[CH:9][CH:8]=1.Cl.[Cl:21][C:22]1[CH:23]=[C:24]([NH:29]N)[CH:25]=[CH:26][C:27]=1[Cl:28].C(OCC)C. The catalyst is O. The product is [Cl:28][C:27]1[CH:26]=[C:25]2[C:24](=[CH:23][C:22]=1[Cl:21])[NH:29][C:13]1[C:14]([CH3:18])([CH3:17])[C:15]3[CH:16]=[C:7]([O:6][CH3:5])[CH:8]=[CH:9][C:10]=3[CH2:11][C:12]2=1. The yield is 0.400. (4) The reactants are C(N(CC)CC)C.[CH2:8]([OH:16])[CH2:9][CH2:10][CH2:11][CH2:12][CH2:13][CH2:14][CH3:15].[N:17]1[CH:22]=[CH:21][CH:20]=[CH:19][C:18]=1[S:23](Cl)(=[O:25])=[O:24]. The catalyst is O. The product is [N:17]1[CH:22]=[CH:21][CH:20]=[CH:19][C:18]=1[S:23]([C:8](=[O:16])[CH2:9][CH2:10][CH2:11][CH2:12][CH2:13][CH2:14][CH3:15])(=[O:25])=[O:24]. The yield is 0.990. (5) The reactants are C([O:9][CH2:10][C:11]1[CH:16]=[C:15]([O:17][CH2:18][CH2:19][CH2:20]Br)[C:14]([O:22][CH2:23][CH2:24][CH2:25]Br)=[C:13]([O:27][CH2:28][CH2:29][CH2:30]Br)[CH:12]=1)(=O)C1C=CC=CC=1.[BH4-].[Na+].[CH2:42]([Te:41][Te:41][CH2:42][CH2:43][CH2:44][CH2:45][CH2:46][CH3:47])[CH2:43][CH2:44][CH2:45][CH2:46][CH3:47]. The catalyst is C1COCC1. The product is [CH2:42]([Te:41][CH2:20][CH2:19][CH2:18][O:17][C:15]1[CH:16]=[C:11]([CH:12]=[C:13]([O:27][CH2:28][CH2:29][CH2:30][Te:41][CH2:42][CH2:43][CH2:44][CH2:45][CH2:46][CH3:47])[C:14]=1[O:22][CH2:23][CH2:24][CH2:25][Te:41][CH2:42][CH2:43][CH2:44][CH2:45][CH2:46][CH3:47])[CH2:10][OH:9])[CH2:43][CH2:44][CH2:45][CH2:46][CH3:47]. The yield is 0.560. (6) The reactants are [CH3:1][C:2]1[CH:3]=[C:4]([CH:7]=[C:8]([CH3:22])[C:9]=1[O:10][C:11]1[CH:16]=[CH:15][C:14]([O:17][CH3:18])=[C:13]([CH:19]([CH3:21])[CH3:20])[CH:12]=1)[CH:5]=[O:6].[BH4-].[Na+]. The catalyst is CO. The product is [CH3:22][C:8]1[CH:7]=[C:4]([CH:3]=[C:2]([CH3:1])[C:9]=1[O:10][C:11]1[CH:16]=[CH:15][C:14]([O:17][CH3:18])=[C:13]([CH:19]([CH3:20])[CH3:21])[CH:12]=1)[CH2:5][OH:6]. The yield is 0.830. (7) The reactants are NC(CCSC[C@@H]1[C@@H](O)[C@@H](O)[C@H](N2C=NC3C2=NC(I)=NC=3N)O1)C(O)=O.[NH2:28][C:29]1[N:37]=[C:36]([Cl:38])[N:35]=[C:34]2[C:30]=1[N:31]=[CH:32][N:33]2[C@H:39]1[C@@H:43]2[O:44]C(C)(C)[O:46][C@@H:42]2[C@@H:41]([CH2:49][S:50][C@@H:51]2[CH2:55][CH2:54][N:53](C(OC(C)(C)C)=O)[CH2:52]2)[O:40]1. No catalyst specified. The product is [NH2:28][C:29]1[N:37]=[C:36]([Cl:38])[N:35]=[C:34]2[C:30]=1[N:31]=[CH:32][N:33]2[C@H:39]1[C@H:43]([OH:44])[C@H:42]([OH:46])[C@@H:41]([CH2:49][S:50][C@@H:51]2[CH2:55][CH2:54][NH:53][CH2:52]2)[O:40]1. The yield is 0.120.